The task is: Predict the product of the given reaction.. This data is from Forward reaction prediction with 1.9M reactions from USPTO patents (1976-2016). (1) Given the reactants [S:1]1[CH:5]=[CH:4][N:3]=[CH:2]1.C([Mg]Cl)(C)C.[Cl-].[Li+].[F:13][CH:14]([F:20])[C:15](OCC)=[O:16], predict the reaction product. The product is: [F:13][CH:14]([F:20])[C:15]([C:2]1[S:1][CH:5]=[CH:4][N:3]=1)=[O:16]. (2) Given the reactants [F:1][C:2]1[CH:3]=[CH:4][C:5]([CH2:8][C:9]([O:11][C:12]([CH3:15])([CH3:14])[CH3:13])=[O:10])=[N:6][CH:7]=1.[H-].[Na+].Cl[C:19]([C:29]1[CH:34]=[CH:33][C:32]([O:35][CH3:36])=[C:31]([O:37][CH3:38])[CH:30]=1)=[C:20]([C:25](OC)=[O:26])[C:21]([O:23][CH3:24])=[O:22], predict the reaction product. The product is: [CH3:38][O:37][C:31]1[CH:30]=[C:29]([C:19]2[C:8]([C:9]([O:11][C:12]([CH3:15])([CH3:14])[CH3:13])=[O:10])=[C:5]3[N:6]([C:25](=[O:26])[C:20]=2[C:21]([O:23][CH3:24])=[O:22])[CH:7]=[C:2]([F:1])[CH:3]=[CH:4]3)[CH:34]=[CH:33][C:32]=1[O:35][CH3:36].